From a dataset of Reaction yield outcomes from USPTO patents with 853,638 reactions. Predict the reaction yield, written as a fraction of the theoretical maximum amount of product (1.0 means a 100% yield; for example, 0.34 means a 34% yield). (1) The reactants are [CH3:1][C:2]1[C:10]2[C:5](=[CH:6][C:7]([N+:11]([O-:13])=[O:12])=[CH:8][CH:9]=2)[NH:4][N:3]=1.F[B-](F)(F)F.[CH3:19][O+](C)C. The catalyst is CC(C)=O. The product is [CH3:19][N:3]1[C:2]([CH3:1])=[C:10]2[C:5]([CH:6]=[C:7]([N+:11]([O-:13])=[O:12])[CH:8]=[CH:9]2)=[N:4]1. The yield is 0.730. (2) The product is [CH3:1][C:2]1[CH:7]=[CH:6][CH:5]=[CH:4][C:3]=1[CH:8]1[CH2:9][C:10](=[O:20])[CH2:11][CH:12]([C:13]2[CH:18]=[CH:17][CH:16]=[CH:15][C:14]=2[CH3:19])[N:22]1[CH3:21]. The yield is 0.520. The catalyst is CN(C)C=O. The reactants are [CH3:1][C:2]1[CH:7]=[CH:6][CH:5]=[CH:4][C:3]=1[CH:8]=[CH:9][C:10](=[O:20])[CH:11]=[CH:12][C:13]1[CH:18]=[CH:17][CH:16]=[CH:15][C:14]=1[CH3:19].[CH3:21][NH2:22].O. (3) The reactants are [Si]([O:8][CH:9]1[C:17]2[C:12](=[C:13]([C:18]3[CH:19]=[C:20]([C:23]4[CH:24]=[CH:25][C:26]([O:31][CH:32]([CH3:34])[CH3:33])=[C:27]([CH:30]=4)[C:28]#[N:29])[S:21][CH:22]=3)[CH:14]=[CH:15][CH:16]=2)[CH2:11][CH2:10]1)(C(C)(C)C)(C)C.CCCC[N+](CCCC)(CCCC)CCCC.[F-]. The catalyst is C1COCC1. The product is [OH:8][CH:9]1[C:17]2[C:12](=[C:13]([C:18]3[CH:19]=[C:20]([C:23]4[CH:24]=[CH:25][C:26]([O:31][CH:32]([CH3:34])[CH3:33])=[C:27]([CH:30]=4)[C:28]#[N:29])[S:21][CH:22]=3)[CH:14]=[CH:15][CH:16]=2)[CH2:11][CH2:10]1. The yield is 0.460. (4) The reactants are [C:1]([O:5][C:6]([N:8]1[CH2:13][CH2:12][CH:11]([C:14]2[N:15]([CH2:30][CH2:31]OS(C)(=O)=O)[CH:16]=[C:17]([C:19]3[CH:24]=[CH:23][C:22]([F:25])=[C:21]([C:26]([F:29])([F:28])[F:27])[CH:20]=3)[N:18]=2)[CH2:10][CH2:9]1)=[O:7])([CH3:4])([CH3:3])[CH3:2].[NH:37]1[CH2:43][CH2:42][CH2:41][C@@H:38]1[CH2:39][OH:40].CN(C=O)C. The catalyst is CC(=O)OCC. The product is [C:1]([O:5][C:6]([N:8]1[CH2:9][CH2:10][CH:11]([C:14]2[N:15]([CH2:30][CH2:31][N:37]3[CH2:43][CH2:42][CH2:41][C@@H:38]3[CH2:39][OH:40])[CH:16]=[C:17]([C:19]3[CH:24]=[CH:23][C:22]([F:25])=[C:21]([C:26]([F:28])([F:29])[F:27])[CH:20]=3)[N:18]=2)[CH2:12][CH2:13]1)=[O:7])([CH3:4])([CH3:2])[CH3:3]. The yield is 1.00.